From a dataset of Forward reaction prediction with 1.9M reactions from USPTO patents (1976-2016). Predict the product of the given reaction. Given the reactants Cl.[Si]([O:19][CH2:20][C@H:21]([NH:34]C(=O)OC(C)(C)C)[CH2:22][O:23][CH2:24][C:25]([C:27]1[CH:32]=[CH:31][C:30]([Cl:33])=[CH:29][CH:28]=1)=O)(C(C)(C)C)(C1C=CC=CC=1)C1C=CC=CC=1.[F-].C([N+](CCCC)(CCCC)CCCC)CCC.[Cl-].[NH4+], predict the reaction product. The product is: [Cl:33][C:30]1[CH:31]=[CH:32][C:27]([C@H:25]2[NH:34][C@@H:21]([CH2:20][OH:19])[CH2:22][O:23][CH2:24]2)=[CH:28][CH:29]=1.